From a dataset of Forward reaction prediction with 1.9M reactions from USPTO patents (1976-2016). Predict the product of the given reaction. (1) Given the reactants [CH2:1]([O:3][C:4](=[O:25])[CH2:5][CH2:6][CH2:7][CH2:8][CH2:9][CH2:10][O:11][C:12]1[CH:13]=[C:14]([CH:20]=[CH:21][C:22]=1[O:23][CH3:24])[C:15]([O:17][CH2:18][CH3:19])=[O:16])[CH3:2].[N+:26]([O-])([OH:28])=[O:27], predict the reaction product. The product is: [CH2:1]([O:3][C:4](=[O:25])[CH2:5][CH2:6][CH2:7][CH2:8][CH2:9][CH2:10][O:11][C:12]1[C:22]([O:23][CH3:24])=[CH:21][C:20]([N+:26]([O-:28])=[O:27])=[C:14]([CH:13]=1)[C:15]([O:17][CH2:18][CH3:19])=[O:16])[CH3:2]. (2) Given the reactants [Cl:1][CH2:2][CH2:3][CH2:4][C:5]1[O:9][C:8]([CH2:10][OH:11])=[CH:7][CH:6]=1.N1C=CC=CC=1.S(Br)(Br)=O.[NH2:22][CH2:23][CH2:24][O:25][CH2:26][CH2:27][O-].[Na+].[H-].[Na+].NCCOC(O)C, predict the reaction product. The product is: [Cl:1][CH2:2][CH2:3][CH2:4][C:5]1[O:9][C:8]([CH2:10][O:11][CH2:27][CH2:26][O:25][CH2:24][CH2:23][NH2:22])=[CH:7][CH:6]=1.